Dataset: Experimentally validated miRNA-target interactions with 360,000+ pairs, plus equal number of negative samples. Task: Binary Classification. Given a miRNA mature sequence and a target amino acid sequence, predict their likelihood of interaction. The miRNA is hsa-miR-30d-3p with sequence CUUUCAGUCAGAUGUUUGCUGC. The protein sequence of the target gene is MAEGGGPEPGEQERRSSGPRPPSARDLQLALAELYEDEVKCKSSKSNRPKATVFKSPRTPPQRFYSSEHEYSGLNIVRPSTGKIVNELFKEAREHGAVPLNEATRASGDDKSKSFTGGGYRLGSSFCKRSEYIYGENQLQDVQILLKLWSNGFSLDDGELRPYNEPTNAQFLESVKRGEIPLELQRLVHGGQVNLDMEDHQDQEYIKPRLRFKAFSGEGQKLGSLTPEIVSTPSSPEEEDKSILNAVVLIDDSVPTTKIQIRLADGSRLIQRFNSTHRILDVRNFIVQSRPEFAALDFIL.... Result: 1 (interaction).